This data is from Reaction yield outcomes from USPTO patents with 853,638 reactions. The task is: Predict the reaction yield, written as a fraction of the theoretical maximum amount of product (1.0 means a 100% yield; for example, 0.34 means a 34% yield). The reactants are Br[C:2]1[CH:3]=[CH:4][C:5]2[C:11]3[S:12][C:13]([C:15]([N:17]([C:19]4[CH:24]=[C:23]([C:25]([N:27]5[CH2:30][CH:29]([OH:31])[CH2:28]5)=[O:26])[CH:22]=[CH:21][C:20]=4[Cl:32])[CH3:18])=[O:16])=[CH:14][C:10]=3[CH2:9][CH2:8][O:7][C:6]=2[CH:33]=1.CC1(C)C2C(=C(P(C3C=CC=CC=3)C3C=CC=CC=3)C=CC=2)[O:55][C:37]2C(P(C3C=CC=CC=3)C3C=CC=CC=3)=CC=CC1=2.[CH3:76][S:77]([CH2:80][CH2:81][NH2:82])(=[O:79])=[O:78].Cl.C([O-])([O-])=O.[Na+].[Na+]. The catalyst is C1(C)C=CC=CC=1.CN(C=O)C.CC([O-])=O.CC([O-])=O.[Pd+2]. The product is [Cl:32][C:20]1[CH:21]=[CH:22][C:23]([C:25]([N:27]2[CH2:30][CH:29]([OH:31])[CH2:28]2)=[O:26])=[CH:24][C:19]=1[N:17]([CH3:18])[C:15]([C:13]1[S:12][C:11]2[C:5]3[CH:4]=[CH:3][C:2]([C:37]([NH:82][CH2:81][CH2:80][S:77]([CH3:76])(=[O:79])=[O:78])=[O:55])=[CH:33][C:6]=3[O:7][CH2:8][CH2:9][C:10]=2[CH:14]=1)=[O:16]. The yield is 0.460.